Dataset: Forward reaction prediction with 1.9M reactions from USPTO patents (1976-2016). Task: Predict the product of the given reaction. Given the reactants [Br:1][C:2]1[N:3]=[C:4]2[C:10]([C:11]([OH:13])=O)=[CH:9][N:8]([CH2:14][O:15][CH2:16][CH2:17][Si:18]([CH3:21])([CH3:20])[CH3:19])[C:5]2=[N:6][CH:7]=1.C(N(CC)C(C)C)(C)C.F[B-](F)(F)F.N1(OC(N(C)C)=[N+](C)C)C2C=CC=CC=2N=N1.[NH2:53][CH2:54][C:55]([CH3:59])([CH3:58])[CH2:56][OH:57], predict the reaction product. The product is: [OH:57][CH2:56][C:55]([CH3:59])([CH3:58])[CH2:54][NH:53][C:11]([C:10]1[C:4]2[C:5](=[N:6][CH:7]=[C:2]([Br:1])[N:3]=2)[N:8]([CH2:14][O:15][CH2:16][CH2:17][Si:18]([CH3:21])([CH3:20])[CH3:19])[CH:9]=1)=[O:13].